From a dataset of Peptide-MHC class II binding affinity with 134,281 pairs from IEDB. Regression. Given a peptide amino acid sequence and an MHC pseudo amino acid sequence, predict their binding affinity value. This is MHC class II binding data. (1) The MHC is DRB1_1501 with pseudo-sequence DRB1_1501. The peptide sequence is GELQIMDKIDAAFKI. The binding affinity (normalized) is 0.598. (2) The peptide sequence is GASQYRPSQR. The MHC is H-2-IAu with pseudo-sequence H-2-IAu. The binding affinity (normalized) is 0.804. (3) The peptide sequence is CDGERPTLAFLQDVM. The MHC is HLA-DQA10401-DQB10402 with pseudo-sequence HLA-DQA10401-DQB10402. The binding affinity (normalized) is 0.613. (4) The peptide sequence is YQVTYIVRGSGRVQV. The MHC is DRB1_0405 with pseudo-sequence DRB1_0405. The binding affinity (normalized) is 0.328. (5) The peptide sequence is CFHEFLSSKLNKFVS. The MHC is DRB4_0101 with pseudo-sequence DRB4_0103. The binding affinity (normalized) is 0.358. (6) The peptide sequence is YRKILRQRKIDRLID. The MHC is DRB1_0802 with pseudo-sequence DRB1_0802. The binding affinity (normalized) is 0.154. (7) The peptide sequence is DAFVTALTEALRV. The MHC is DRB1_0401 with pseudo-sequence DRB1_0401. The binding affinity (normalized) is 0.0472.